Task: Regression. Given a peptide amino acid sequence and an MHC pseudo amino acid sequence, predict their binding affinity value. This is MHC class I binding data.. Dataset: Peptide-MHC class I binding affinity with 185,985 pairs from IEDB/IMGT (1) The peptide sequence is TVAHQVCPY. The MHC is HLA-B07:02 with pseudo-sequence HLA-B07:02. The binding affinity (normalized) is 0.0847. (2) The peptide sequence is RVFPGDHFY. The MHC is HLA-B15:01 with pseudo-sequence HLA-B15:01. The binding affinity (normalized) is 0.582. (3) The binding affinity (normalized) is 0.0847. The peptide sequence is TMNSRYYLV. The MHC is HLA-B51:01 with pseudo-sequence HLA-B51:01. (4) The peptide sequence is HFIYHKREK. The MHC is HLA-A02:19 with pseudo-sequence HLA-A02:19. The binding affinity (normalized) is 0.0847. (5) The peptide sequence is VIPMFSAL. The MHC is HLA-A02:02 with pseudo-sequence HLA-A02:02. The binding affinity (normalized) is 0.234. (6) The peptide sequence is FVAEGDALV. The MHC is HLA-B15:01 with pseudo-sequence HLA-B15:01. The binding affinity (normalized) is 0.408. (7) The peptide sequence is RPWMLDKYF. The MHC is HLA-A01:01 with pseudo-sequence HLA-A01:01. The binding affinity (normalized) is 0.0847. (8) The peptide sequence is SCQGSDDIR. The MHC is HLA-A33:01 with pseudo-sequence HLA-A33:01. The binding affinity (normalized) is 0. (9) The binding affinity (normalized) is 0.213. The MHC is HLA-A66:01 with pseudo-sequence HLA-A66:01. The peptide sequence is WAIQCYTGV.